Task: Regression/Classification. Given a drug SMILES string, predict its absorption, distribution, metabolism, or excretion properties. Task type varies by dataset: regression for continuous measurements (e.g., permeability, clearance, half-life) or binary classification for categorical outcomes (e.g., BBB penetration, CYP inhibition). Dataset: b3db_classification.. Dataset: Blood-brain barrier permeability classification from the B3DB database The compound is CN1C[C@H](CN2CC(=O)NC(=O)C2)C=C2c3cccc4[nH]cc(c34)C[C@H]21. The result is 1 (penetrates BBB).